This data is from Catalyst prediction with 721,799 reactions and 888 catalyst types from USPTO. The task is: Predict which catalyst facilitates the given reaction. (1) The catalyst class is: 6. Product: [CH3:1][N:2]1[CH2:3][CH2:4][N:5]([C:8]2[N:17]=[C:16]([C:18]3[C:19](=[O:20])[NH:21][C:25](=[O:24])[C:26]=3[C:28]3[C:29]4[CH:42]=[CH:41][S:40][C:30]=4[NH:31][CH:32]=3)[C:15]3[C:10](=[CH:11][CH:12]=[CH:13][CH:14]=3)[N:9]=2)[CH2:6][CH2:7]1. Reactant: [CH3:1][N:2]1[CH2:7][CH2:6][N:5]([C:8]2[N:17]=[C:16]([CH2:18][C:19]([NH2:21])=[O:20])[C:15]3[C:10](=[CH:11][CH:12]=[CH:13][CH:14]=3)[N:9]=2)[CH2:4][CH2:3]1.C([O:24][C:25](=O)[C:26]([C:28]1[C:29]2[CH:42]=[CH:41][S:40][C:30]=2[N:31](C(OC(C)(C)C)=O)[CH:32]=1)=O)C.C1COCC1.CC([O-])(C)C.[K+]. (2) Reactant: [OH:1][CH2:2][C:3]#[C:4][C:5]1[CH:14]=[C:13]2[C:8]([CH:9]=[C:10]([C:16]3[CH:21]=[CH:20][C:19]([O:22][CH3:23])=[CH:18][CH:17]=3)[C:11](=[O:15])[O:12]2)=[CH:7][CH:6]=1. Product: [OH:1][CH2:2][CH2:3][CH2:4][C:5]1[CH:14]=[C:13]2[C:8]([CH:9]=[C:10]([C:16]3[CH:17]=[CH:18][C:19]([O:22][CH3:23])=[CH:20][CH:21]=3)[C:11](=[O:15])[O:12]2)=[CH:7][CH:6]=1. The catalyst class is: 1.